From a dataset of Reaction yield outcomes from USPTO patents with 853,638 reactions. Predict the reaction yield, written as a fraction of the theoretical maximum amount of product (1.0 means a 100% yield; for example, 0.34 means a 34% yield). (1) The reactants are [CH3:1][O:2][C:3]1[CH:4]=[C:5]([CH:9]=[CH:10][CH:11]=1)[CH2:6]CN.[C:12](=[O:15])([O-:14])[O-].[Cs+].[Cs+].[CH2:18](Br)[CH:19]=[CH:20][C:21]1[CH:26]=[CH:25][CH:24]=[CH:23][CH:22]=1.[CH3:28][N:29](C=[O:32])C. The catalyst is O. The product is [C:3]([OH:2])(=[O:32])/[CH:11]=[CH:10]/[C:12]([OH:14])=[O:15].[CH3:1][O:2][C:3]1[CH:11]=[CH:10][C:9]2[CH:20]([C:21]3[CH:26]=[CH:25][CH:24]=[CH:23][CH:22]=3)[CH2:19][CH2:18][N:29]([CH3:28])[CH2:6][C:5]=2[CH:4]=1. The yield is 0.580. (2) The reactants are [CH3:1][C:2]1([CH3:43])[C:10]2[C:5](=[CH:6][CH:7]=[CH:8][CH:9]=2)[N:4]([CH:11]2[CH2:16][CH2:15][N:14]([C:17](=[O:41])[C@@H:18]([N:27]([CH3:40])S(C3C=CC=CC=3[N+]([O-])=O)(=O)=O)[CH2:19][CH2:20][C:21]3[CH:26]=[CH:25][CH:24]=[CH:23][CH:22]=3)[CH2:13][CH2:12]2)[C:3]1=[O:42].SCC(O)=O.O.[OH-].[Li+]. The catalyst is CN(C)C=O.C(OCC)(=O)C.C(=O)([O-])O.[Na+]. The product is [CH3:1][C:2]1([CH3:43])[C:10]2[C:5](=[CH:6][CH:7]=[CH:8][CH:9]=2)[N:4]([CH:11]2[CH2:12][CH2:13][N:14]([C:17](=[O:41])[C@@H:18]([NH:27][CH3:40])[CH2:19][CH2:20][C:21]3[CH:26]=[CH:25][CH:24]=[CH:23][CH:22]=3)[CH2:15][CH2:16]2)[C:3]1=[O:42]. The yield is 0.710. (3) The reactants are Cl[S:2]([N:5]=[C:6]=[O:7])(=[O:4])=[O:3].[C:8]([OH:12])([CH3:11])([CH3:10])[CH3:9].[CH2:13]([O:15][C:16]1[C:25]([NH2:26])=[C:24]2[C:19]([C:20]([CH2:27][C:28]3[CH:33]=[C:32]([O:34][CH3:35])[C:31]([O:36][CH3:37])=[C:30]([O:38][CH3:39])[CH:29]=3)=[CH:21][N:22]=[CH:23]2)=[CH:18][CH:17]=1)[CH3:14]. The catalyst is C1COCC1. The product is [CH2:13]([O:15][C:16]1[C:25]([NH:26][S:2]([NH:5][C:6](=[O:7])[O:12][C:8]([CH3:11])([CH3:10])[CH3:9])(=[O:4])=[O:3])=[C:24]2[C:19]([C:20]([CH2:27][C:28]3[CH:29]=[C:30]([O:38][CH3:39])[C:31]([O:36][CH3:37])=[C:32]([O:34][CH3:35])[CH:33]=3)=[CH:21][N:22]=[CH:23]2)=[CH:18][CH:17]=1)[CH3:14]. The yield is 0.680. (4) The reactants are CCN=C=NCCCN(C)C.[CH3:12][C:13]1[CH:18]=[CH:17][C:16]([C:19]2[CH:24]=[C:23]([N:25]3[CH:29]=[N:28][N:27]=[N:26]3)[CH:22]=[C:21]([C:30](O)=[O:31])[CH:20]=2)=[CH:15][CH:14]=1.C1C=CC2N(O)N=NC=2C=1.CN1C(=O)CCC1.[CH3:50][C@H:51]([NH2:59])[CH2:52][N:53]1[CH2:58][CH2:57][O:56][CH2:55][CH2:54]1. The catalyst is C(Cl)Cl. The product is [CH3:50][CH:51]([NH:59][C:30]([C:21]1[CH:20]=[C:19]([C:16]2[CH:17]=[CH:18][C:13]([CH3:12])=[CH:14][CH:15]=2)[CH:24]=[C:23]([N:25]2[CH:29]=[N:28][N:27]=[N:26]2)[CH:22]=1)=[O:31])[CH2:52][N:53]1[CH2:58][CH2:57][O:56][CH2:55][CH2:54]1. The yield is 0.810. (5) The reactants are [H-].[H-].[H-].[H-].[Li+].[Al+3].[CH2:7]([C:9]1[CH:10]=[C:11]([C:15](OC)=[O:16])[CH:12]=[N:13][CH:14]=1)[CH3:8]. The catalyst is C1COCC1. The product is [CH2:7]([C:9]1[CH:10]=[C:11]([CH2:15][OH:16])[CH:12]=[N:13][CH:14]=1)[CH3:8]. The yield is 0.950. (6) The reactants are Br[C:2]1[CH2:7][CH2:6][CH2:5][C:4](=[O:8])[CH:3]=1.[CH3:9][O:10][C:11]1[CH:12]=[C:13](B(O)O)[CH:14]=[CH:15][CH:16]=1. No catalyst specified. The product is [CH3:9][O:10][C:11]1[CH:12]=[C:13]([C:2]2[CH2:7][CH2:6][CH2:5][C:4](=[O:8])[CH:3]=2)[CH:14]=[CH:15][CH:16]=1. The yield is 0.880.